The task is: Predict the product of the given reaction.. This data is from Forward reaction prediction with 1.9M reactions from USPTO patents (1976-2016). (1) Given the reactants [P:1]([O-:32])([O-:31])([O:3][CH2:4][C@@H:5]1[C@@H:9]([OH:10])[C@@H:8]([OH:11])[C@H:7]([N:12]2[CH:20]=[N:19][C:18]3[C:13]2=[N:14][CH:15]=[N:16][C:17]=3[C:21]2[CH:26]=[CH:25][CH:24]=[C:23]([C:27]([O:29]C)=[O:28])[CH:22]=2)[O:6]1)=[O:2].C(O)(=O)C.[CH2:37]([N:39]([CH2:42][CH3:43])[CH2:40][CH3:41])[CH3:38], predict the reaction product. The product is: [C:27]([O-:29])(=[O:28])[CH3:23].[NH4+:12].[P:1]([O-:31])([O-:32])([O:3][CH2:4][C@@H:5]1[C@@H:9]([OH:10])[C@@H:8]([OH:11])[C@H:7]([N:12]2[CH:20]=[N:19][C:18]3[C:13]2=[N:14][CH:15]=[N:16][C:17]=3[C:21]2[CH:26]=[CH:25][CH:24]=[C:23]([C:27]([OH:29])=[O:28])[CH:22]=2)[O:6]1)=[O:2].[CH2:37]([NH+:39]([CH2:42][CH3:43])[CH2:40][CH3:41])[CH3:38]. (2) Given the reactants [Cl:1][C:2]1[S:3][C:4]([Cl:12])=[CH:5][C:6]=1[CH2:7]SC(=O)C.[Br:13]CC1C=C(F)C=C(Cl)C=1, predict the reaction product. The product is: [Br:13][CH2:7][C:6]1[CH:5]=[C:4]([Cl:12])[S:3][C:2]=1[Cl:1]. (3) Given the reactants [NH2:1][C:2]1[CH:3]=[N:4][CH:5]=[CH:6][C:7]=1[C:8]([OH:10])=[O:9].S(=O)(=O)(O)O.[NH4+].[OH-].[CH2:18](O)[CH3:19], predict the reaction product. The product is: [NH2:1][C:2]1[CH:3]=[N:4][CH:5]=[CH:6][C:7]=1[C:8]([O:10][CH2:18][CH3:19])=[O:9]. (4) Given the reactants [CH3:1][O:2][C:3]1[CH:4]=[CH:5][C:6]([CH3:10])=[C:7](N)[CH:8]=1.N([O-])=[O:12].[Na+], predict the reaction product. The product is: [CH3:1][O:2][C:3]1[CH:4]=[CH:5][C:6]([CH3:10])=[C:7]([OH:12])[CH:8]=1. (5) Given the reactants [CH2:1]([O:8][C:9]1[C:19](=[O:20])[N:18]2[C:12]([C:13]([CH3:22])([CH3:21])[O:14][CH2:15][CH2:16][CH2:17]2)=[N:11][C:10]=1[C:23](O)=[O:24])[C:2]1[CH:7]=[CH:6][CH:5]=[CH:4][CH:3]=1.CN(C(ON1N=NC2C=CC=NC1=2)=[N+](C)C)C.F[P-](F)(F)(F)(F)F.FC(F)(F)C(O)=O.[NH2:57][CH2:58][C:59]1[CH:68]=[CH:67][C:66]([F:69])=[CH:65][C:60]=1[C:61]([NH:63][CH3:64])=[O:62].CN(C1C=CC=CN=1)C, predict the reaction product. The product is: [F:69][C:66]1[CH:67]=[CH:68][C:59]([CH2:58][NH:57][C:23]([C:10]2[N:11]=[C:12]3[N:18]([C:19](=[O:20])[C:9]=2[O:8][CH2:1][C:2]2[CH:3]=[CH:4][CH:5]=[CH:6][CH:7]=2)[CH2:17][CH2:16][CH2:15][O:14][C:13]3([CH3:21])[CH3:22])=[O:24])=[C:60]([C:61](=[O:62])[NH:63][CH3:64])[CH:65]=1. (6) Given the reactants [C:1]([C:5]1[N:6]=[C:7]([NH2:10])[S:8][CH:9]=1)([CH3:4])([CH3:3])[CH3:2].[C:11](N1C=CN=C1)(N1C=CN=C1)=[O:12].[N:23]1([C:30]([CH:32]2[CH2:37][CH2:36][O:35][CH2:34][CH2:33]2)=[O:31])[CH2:29][CH2:28][CH2:27][NH:26][CH2:25][CH2:24]1, predict the reaction product. The product is: [C:1]([C:5]1[N:6]=[C:7]([NH:10][C:11]([N:26]2[CH2:27][CH2:28][CH2:29][N:23]([C:30]([CH:32]3[CH2:37][CH2:36][O:35][CH2:34][CH2:33]3)=[O:31])[CH2:24][CH2:25]2)=[O:12])[S:8][CH:9]=1)([CH3:4])([CH3:3])[CH3:2]. (7) Given the reactants [Br:1]Br.[O:3]1[C:7]2[CH:8]=[CH:9][C:10]([CH2:12][S:13][C:14]3[N:15]4[C:21]([C:22]5[CH:27]=[CH:26][CH:25]=[CH:24][CH:23]=5)=[CH:20][S:19][C:16]4=[N:17][N:18]=3)=[CH:11][C:6]=2[O:5][CH2:4]1.C([O-])(O)=O.[Na+], predict the reaction product. The product is: [O:3]1[C:7]2[CH:8]=[CH:9][C:10]([CH2:12][S:13][C:14]3[N:15]4[C:21]([C:22]5[CH:23]=[CH:24][CH:25]=[CH:26][CH:27]=5)=[C:20]([Br:1])[S:19][C:16]4=[N:17][N:18]=3)=[CH:11][C:6]=2[O:5][CH2:4]1. (8) Given the reactants [Br:1][C:2]1[C:3]([F:19])=[CH:4][C:5]([N+:16]([O-:18])=[O:17])=[C:6]([NH:8][C:9]2[CH:14]=[CH:13][N:12]=[C:11](Cl)[N:10]=2)[CH:7]=1.[OH-].[NH4+:21].[NH4+], predict the reaction product. The product is: [Br:1][C:2]1[C:3]([F:19])=[CH:4][C:5]([N+:16]([O-:18])=[O:17])=[C:6]([NH:8][C:9]2[CH:14]=[CH:13][N:12]=[C:11]([NH2:21])[N:10]=2)[CH:7]=1. (9) Given the reactants [Cl:1][C:2]1[CH:8]=[C:7]([Cl:9])[C:5]([NH2:6])=[CH:4][C:3]=1[C:10]1[C:14]([Br:15])=[C:13]([O:16][CH:17]([F:19])[F:18])[N:12]([CH3:20])[N:11]=1.[Br:21]Br.CO.O, predict the reaction product. The product is: [Br:21][C:4]1[C:3]([C:10]2[C:14]([Br:15])=[C:13]([O:16][CH:17]([F:18])[F:19])[N:12]([CH3:20])[N:11]=2)=[C:2]([Cl:1])[CH:8]=[C:7]([Cl:9])[C:5]=1[NH2:6].